The task is: Predict the product of the given reaction.. This data is from Forward reaction prediction with 1.9M reactions from USPTO patents (1976-2016). (1) The product is: [S:31]([N:1]1[C:9]2[C:8]([C:10]([O:12][CH3:13])=[O:11])=[CH:7][N:6]=[CH:5][C:4]=2[CH:3]=[CH:2]1)([C:28]1[CH:29]=[CH:30][C:25]([CH3:24])=[CH:26][CH:27]=1)(=[O:33])=[O:32]. Given the reactants [NH:1]1[C:9]2[C:8]([C:10]([O:12][CH3:13])=[O:11])=[CH:7][N:6]=[CH:5][C:4]=2[CH:3]=[CH:2]1.C[Si]([N-][Si](C)(C)C)(C)C.[K+].[CH3:24][C:25]1[CH:30]=[CH:29][C:28]([S:31](Cl)(=[O:33])=[O:32])=[CH:27][CH:26]=1.[NH4+].[Cl-], predict the reaction product. (2) Given the reactants [F:1][C:2]1[C:7](F)=[C:6]([S:9]([CH2:12][CH2:13][OH:14])(=[O:11])=[O:10])[C:5]([F:15])=[C:4]([F:16])[C:3]=1[S:17]([NH2:20])(=[O:19])=[O:18].[CH2:21]([NH2:28])[C:22]1[CH:27]=[CH:26][CH:25]=[CH:24][CH:23]=1, predict the reaction product. The product is: [CH2:21]([NH:28][C:7]1[C:2]([F:1])=[C:3]([S:17]([NH2:20])(=[O:19])=[O:18])[C:4]([F:16])=[C:5]([F:15])[C:6]=1[S:9]([CH2:12][CH2:13][OH:14])(=[O:11])=[O:10])[C:22]1[CH:27]=[CH:26][CH:25]=[CH:24][CH:23]=1.